This data is from Full USPTO retrosynthesis dataset with 1.9M reactions from patents (1976-2016). The task is: Predict the reactants needed to synthesize the given product. (1) Given the product [NH2:9]/[C:8](=[N:10]\[OH:11])/[CH:2]([CH3:1])[C:3]([O:5][CH2:6][CH3:7])=[O:4], predict the reactants needed to synthesize it. The reactants are: [CH3:1][CH:2]([C:8]#[N:9])[C:3]([O:5][CH2:6][CH3:7])=[O:4].[NH2:10][OH:11]. (2) The reactants are: [Cl:1][C:2]1[C:3]([NH:8][NH2:9])=[N:4][CH:5]=[CH:6][CH:7]=1.C(N(CC)CC)C.[F:17][C:18]([F:34])([F:33])[C:19]([C:29](F)(F)[F:30])=[C:20](F)[C:21]([F:27])([F:26])[C:22]([F:25])([F:24])[F:23]. Given the product [Cl:1][C:2]1[C:3]([N:8]2[C:29]([F:30])=[C:19]([C:18]([F:34])([F:33])[F:17])[C:20]([C:21]([F:26])([F:27])[C:22]([F:23])([F:24])[F:25])=[N:9]2)=[N:4][CH:5]=[CH:6][CH:7]=1, predict the reactants needed to synthesize it. (3) Given the product [CH3:1][O:2][C:3]1[C:4]([CH2:13][CH2:14][C:15]2[CH:19]=[CH:18][S:17][CH:16]=2)=[C:5]([CH2:9][CH2:10][C:11]([OH:22])=[O:20])[CH:6]=[CH:7][CH:8]=1, predict the reactants needed to synthesize it. The reactants are: [CH3:1][O:2][C:3]1[C:4]([CH2:13][CH2:14][C:15]2[CH:19]=[CH:18][S:17][CH:16]=2)=[C:5]([CH2:9][CH2:10][C:11]#N)[CH:6]=[CH:7][CH:8]=1.[OH-:20].[Na+].[OH2:22]. (4) Given the product [N:35]1([CH2:2][CH2:3][O:4][C:5]2[CH:6]=[CH:7][CH:8]=[C:9]3[C:17]=2[C:16]2[C:11]4=[C:12]([O:18][CH2:19][CH:20]([C:21]5[CH:26]=[CH:25][CH:24]=[CH:23][CH:22]=5)[N:10]34)[CH:13]=[CH:14][CH:15]=2)[CH2:40][CH2:39][CH2:38][CH2:37][CH2:36]1, predict the reactants needed to synthesize it. The reactants are: Cl[CH2:2][CH2:3][O:4][C:5]1[C:17]2[C:16]3[C:11]4=[C:12]([O:18][CH2:19][CH:20]([C:21]5[CH:26]=[CH:25][CH:24]=[CH:23][CH:22]=5)[N:10]4[C:9]=2[CH:8]=[CH:7][CH:6]=1)[CH:13]=[CH:14][CH:15]=3.[I-].[Na+].C(=O)([O-])[O-].[K+].[K+].[NH:35]1[CH2:40][CH2:39][CH2:38][CH2:37][CH2:36]1.